From a dataset of Full USPTO retrosynthesis dataset with 1.9M reactions from patents (1976-2016). Predict the reactants needed to synthesize the given product. (1) Given the product [CH3:1][C:2]1[NH:3][C:4]2[C:9]([CH:10]=1)=[CH:8][C:7]([NH:11][C:13]1[CH:18]=[CH:17][N:16]=[C:15]3[CH:19]=[C:20]([C:22]([NH2:24])=[O:23])[S:21][C:14]=13)=[CH:6][CH:5]=2, predict the reactants needed to synthesize it. The reactants are: [CH3:1][C:2]1[NH:3][C:4]2[C:9]([CH:10]=1)=[CH:8][C:7]([NH2:11])=[CH:6][CH:5]=2.Cl[C:13]1[CH:18]=[CH:17][N:16]=[C:15]2[CH:19]=[C:20]([C:22]([NH2:24])=[O:23])[S:21][C:14]=12. (2) The reactants are: [Cl:1][C:2]1[CH:17]=[CH:16][C:5]([CH2:6][C:7]2[O:11][N:10]=[C:9]([C:12]([O:14]C)=[O:13])[CH:8]=2)=[CH:4][CH:3]=1.[OH-].[Na+]. Given the product [Cl:1][C:2]1[CH:3]=[CH:4][C:5]([CH2:6][C:7]2[O:11][N:10]=[C:9]([C:12]([OH:14])=[O:13])[CH:8]=2)=[CH:16][CH:17]=1, predict the reactants needed to synthesize it.